Predict the reaction yield, written as a fraction of the theoretical maximum amount of product (1.0 means a 100% yield; for example, 0.34 means a 34% yield). From a dataset of Reaction yield outcomes from USPTO patents with 853,638 reactions. The reactants are [CH:1]1([CH:7]([C:9]2[N:10]=[C:11]3[CH:16]=[CH:15][C:14]([C:17]([F:20])([F:19])[F:18])=[CH:13][N:12]3[CH:21]=2)O)[CH2:6][CH2:5][CH2:4][CH2:3][CH2:2]1.[NH2:22][C:23]1[CH:28]=[CH:27][C:26]([C:29]([N:31]([CH3:39])[CH2:32][CH2:33][C:34]([O:36]CC)=[O:35])=[O:30])=[CH:25][CH:24]=1. No catalyst specified. The product is [CH:1]1([CH:7]([NH:22][C:23]2[CH:24]=[CH:25][C:26]([C:29]([N:31]([CH3:39])[CH2:32][CH2:33][C:34]([OH:36])=[O:35])=[O:30])=[CH:27][CH:28]=2)[C:9]2[N:10]=[C:11]3[CH:16]=[CH:15][C:14]([C:17]([F:20])([F:19])[F:18])=[CH:13][N:12]3[CH:21]=2)[CH2:6][CH2:5][CH2:4][CH2:3][CH2:2]1. The yield is 0.0200.